The task is: Predict which catalyst facilitates the given reaction.. This data is from Catalyst prediction with 721,799 reactions and 888 catalyst types from USPTO. (1) Reactant: O[O:2][S:3]([O-:5])=O.[K+].[CH2:7]([O:9][C:10](=[O:26])/[C:11](/[C:18]1[CH:23]=[CH:22][C:21](SC)=[CH:20][CH:19]=1)=[CH:12]/[CH:13]1[CH2:17][CH2:16][CH2:15][CH2:14]1)[CH3:8].[CH3:27]C(C)=O. Product: [CH2:7]([O:9][C:10](=[O:26])/[C:11](/[C:18]1[CH:23]=[CH:22][C:21]([S:3]([CH3:27])(=[O:5])=[O:2])=[CH:20][CH:19]=1)=[CH:12]/[CH:13]1[CH2:17][CH2:16][CH2:15][CH2:14]1)[CH3:8]. The catalyst class is: 6. (2) Reactant: [NH2:1][C:2]1[S:3][C:4]2[C:9]([N:10]=1)=[CH:8][CH:7]=[C:6]([OH:11])[N:5]=2.C(=O)([O-])[O-].[K+].[K+].[C:18]([O:21][CH2:22][CH2:23]Br)(=[O:20])[CH3:19].O. Product: [C:18]([O:21][CH2:22][CH2:23][O:11][C:6]1[N:5]=[C:4]2[S:3][C:2]([NH2:1])=[N:10][C:9]2=[CH:8][CH:7]=1)(=[O:20])[CH3:19]. The catalyst class is: 163. (3) Reactant: [CH3:1][N:2]([S:16]([C:19]1[CH:24]=[CH:23][C:22]([C:25]([F:28])([F:27])[F:26])=[CH:21][CH:20]=1)(=[O:18])=[O:17])[C@H:3]1[CH2:8][CH2:7][C@H:6]([O:9][CH2:10][CH2:11][CH2:12][C:13]([OH:15])=O)[CH2:5][CH2:4]1.C[N:30]1[CH2:35]COCC1.C1C=CC2N(O)N=NC=2C=1.CCN=C=NCCCN(C)C.Cl.[CH3:58][O:59]CN.OS([O-])(=O)=O.[K+]. Product: [CH3:58][O:59][N:30]([CH3:35])[C:13](=[O:15])[CH2:12][CH2:11][CH2:10][O:9][C@H:6]1[CH2:7][CH2:8][C@H:3]([N:2]([CH3:1])[S:16]([C:19]2[CH:24]=[CH:23][C:22]([C:25]([F:26])([F:27])[F:28])=[CH:21][CH:20]=2)(=[O:18])=[O:17])[CH2:4][CH2:5]1. The catalyst class is: 2. (4) Reactant: C(OC(=O)C)(=O)C.CS(C)=O.[C:12]([O:16][C:17](=[O:38])[NH:18][C:19]([C:31]1[CH:32]=[N:33][C:34]([Cl:37])=[CH:35][CH:36]=1)([CH3:30])[CH:20]([C:22]1[CH:27]=[CH:26][C:25]([Cl:28])=[C:24]([F:29])[CH:23]=1)[OH:21])([CH3:15])([CH3:14])[CH3:13]. Product: [C:12]([O:16][C:17](=[O:38])[NH:18][C:19]([C:31]1[CH:32]=[N:33][C:34]([Cl:37])=[CH:35][CH:36]=1)([CH3:30])[C:20]([C:22]1[CH:27]=[CH:26][C:25]([Cl:28])=[C:24]([F:29])[CH:23]=1)=[O:21])([CH3:13])([CH3:14])[CH3:15]. The catalyst class is: 13. (5) Reactant: [ClH:1].O1CCOCC1.C(OC([NH:15][C@@H:16]([CH3:49])[C:17]([NH:19][CH2:20][C:21](=[C:23]1[CH2:28][CH2:27][CH2:26][N:25]([C:29]2[C:38]([O:39][CH3:40])=[C:37]3[C:32]([C:33](=[O:47])[C:34]([C:44]([OH:46])=[O:45])=[CH:35][N:36]3[CH:41]3[CH2:43][CH2:42]3)=[CH:31][C:30]=2[F:48])[CH2:24]1)[F:22])=[O:18])=O)(C)(C)C. Product: [ClH:1].[NH2:15][C@@H:16]([CH3:49])[C:17]([NH:19][CH2:20][C:21](=[C:23]1[CH2:28][CH2:27][CH2:26][N:25]([C:29]2[C:38]([O:39][CH3:40])=[C:37]3[C:32]([C:33](=[O:47])[C:34]([C:44]([OH:46])=[O:45])=[CH:35][N:36]3[CH:41]3[CH2:42][CH2:43]3)=[CH:31][C:30]=2[F:48])[CH2:24]1)[F:22])=[O:18]. The catalyst class is: 2. (6) Product: [Cl:1][C:2]1[CH:18]=[CH:17][C:5]([O:6][C:7]2[CH:15]=[CH:14][C:10]([C:11]([NH:48][S:45]([CH3:44])(=[O:47])=[O:46])=[O:12])=[C:9]([F:16])[CH:8]=2)=[CH:4][C:3]=1[C:19]([F:22])([F:21])[F:20]. Reactant: [Cl:1][C:2]1[CH:18]=[CH:17][C:5]([O:6][C:7]2[CH:15]=[CH:14][C:10]([C:11](O)=[O:12])=[C:9]([F:16])[CH:8]=2)=[CH:4][C:3]=1[C:19]([F:22])([F:21])[F:20].C(N(C(C)C)CC)(C)C.CCN=C=NCCCN(C)C.Cl.[CH3:44][S:45]([NH2:48])(=[O:47])=[O:46]. The catalyst class is: 166.